From a dataset of Peptide-MHC class I binding affinity with 185,985 pairs from IEDB/IMGT. Regression. Given a peptide amino acid sequence and an MHC pseudo amino acid sequence, predict their binding affinity value. This is MHC class I binding data. (1) The peptide sequence is FIAFLRFLAI. The MHC is HLA-A02:06 with pseudo-sequence HLA-A02:06. The binding affinity (normalized) is 0.750. (2) The peptide sequence is LSKEYSDRQGK. The MHC is H-2-Db with pseudo-sequence H-2-Db. The binding affinity (normalized) is 0.